This data is from Forward reaction prediction with 1.9M reactions from USPTO patents (1976-2016). The task is: Predict the product of the given reaction. (1) Given the reactants C(OC([N:8]1[CH2:11][CH:10]([O:12][C:13]2[N:14]([CH:40]([CH3:42])[CH3:41])[C:15]3[CH:20]=[C:19]([NH:21][C:22]4[CH:27]=[CH:26][N:25]=[C:24]([C:28]5[CH:29]=[N:30][N:31](S(C6CC6)(=O)=O)[CH:32]=5)[N:23]=4)[N:18]=[CH:17][C:16]=3[N:39]=2)[CH2:9]1)=O)(C)(C)C.Cl, predict the reaction product. The product is: [NH:8]1[CH2:11][CH:10]([O:12][C:13]2[N:14]([CH:40]([CH3:42])[CH3:41])[C:15]3[CH:20]=[C:19]([NH:21][C:22]4[CH:27]=[CH:26][N:25]=[C:24]([C:28]5[CH:29]=[N:30][NH:31][CH:32]=5)[N:23]=4)[N:18]=[CH:17][C:16]=3[N:39]=2)[CH2:9]1. (2) Given the reactants ClCC1N(C[C@@H]2CCCN(C(OC(C)(C)C)=O)C2)C2C=CC=CC=2N=1.CN[C@H]1C2N=CC=CC=2CCC1.[CH3:38][N:39]([CH2:50][C:51]1[N:55]([CH2:56][C@@H:57]2[CH2:62][CH2:61][CH2:60][N:59]([C:63]([O:65][C:66]([CH3:69])([CH3:68])[CH3:67])=[O:64])[CH2:58]2)[C:54]2[CH:70]=[CH:71][CH:72]=[CH:73][C:53]=2[N:52]=1)[C@@H:40]1[C:49]2[N:48]=[CH:47][CH:46]=[CH:45][C:44]=2[CH2:43][CH2:42][CH2:41]1, predict the reaction product. The product is: [CH3:38][N:39]([CH2:50][C:51]1[N:55]([CH2:56][C@@H:57]2[CH2:62][CH2:61][CH2:60][N:59]([C:63]([O:65][C:66]([CH3:69])([CH3:67])[CH3:68])=[O:64])[CH2:58]2)[C:54]2[CH:70]=[CH:71][CH:72]=[CH:73][C:53]=2[N:52]=1)[C@H:40]1[C:49]2[N:48]=[CH:47][CH:46]=[CH:45][C:44]=2[CH2:43][CH2:42][CH2:41]1. (3) Given the reactants FC(F)(F)S([O:6][S:7]([C:10]([F:13])([F:12])[F:11])(=[O:9])=[O:8])(=O)=O.[CH2:16]([N:19]([S:42]([CH2:45][C:46]1[CH:51]=[CH:50][CH:49]=[CH:48][CH:47]=1)(=[O:44])=[O:43])[C:20]([CH:22]1[CH2:27][CH2:26][N:25]([C:28]2[NH:33][C:32](=O)[C:31]([C:35]([O:37][CH2:38][CH3:39])=[O:36])=[CH:30][C:29]=2[C:40]#[N:41])[CH2:24][CH2:23]1)=[O:21])[CH:17]=[CH2:18].C([O-])(O)=O.[Na+], predict the reaction product. The product is: [CH2:16]([N:19]([S:42]([CH2:45][C:46]1[CH:47]=[CH:48][CH:49]=[CH:50][CH:51]=1)(=[O:44])=[O:43])[C:20]([CH:22]1[CH2:23][CH2:24][N:25]([C:28]2[C:29]([C:40]#[N:41])=[CH:30][C:31]([C:35]([O:37][CH2:38][CH3:39])=[O:36])=[C:32]([O:6][S:7]([C:10]([F:11])([F:12])[F:13])(=[O:8])=[O:9])[N:33]=2)[CH2:26][CH2:27]1)=[O:21])[CH:17]=[CH2:18]. (4) Given the reactants [CH3:1][NH:2][C:3]1[N:4]([CH3:14])[N:5]=[C:6]([C:8]2[CH:9]=[N:10][CH:11]=[CH:12][CH:13]=2)[CH:7]=1.[Cl:15]N1C(=O)CCC1=O, predict the reaction product. The product is: [Cl:15][C:7]1[C:6]([C:8]2[CH:9]=[N:10][CH:11]=[CH:12][CH:13]=2)=[N:5][N:4]([CH3:14])[C:3]=1[NH:2][CH3:1]. (5) Given the reactants Cl.C1(C(C2C=CC=CC=2)=[N:9][N:10]([CH2:27][CH2:28][CH3:29])[C:11]([NH:13][C:14]2[CH:19]=[CH:18][C:17]([N:20]3[CH2:25][CH2:24][O:23][CH2:22][C:21]3=[O:26])=[CH:16][CH:15]=2)=[O:12])C=CC=CC=1, predict the reaction product. The product is: [O:26]=[C:21]1[CH2:22][O:23][CH2:24][CH2:25][N:20]1[C:17]1[CH:16]=[CH:15][C:14]([NH:13][C:11](=[O:12])[N:10]([CH2:27][CH2:28][CH3:29])[NH2:9])=[CH:19][CH:18]=1. (6) Given the reactants [Mg+2].[Cl-].[Cl-].[CH3:4][CH:5]([CH3:12])[CH2:6][CH2:7][CH2:8][C:9](=[O:11])[CH3:10].[CH:13](=O)[CH2:14][CH3:15].OP(O)(O)=O, predict the reaction product. The product is: [CH3:4][CH:5]([CH3:12])[CH2:6][CH2:7]/[C:8](=[CH:13]\[CH2:14][CH3:15])/[C:9](=[O:11])[CH3:10]. (7) Given the reactants C([O:5][C:6]([C:8]1[C:13]([O:14][CH2:15][C:16]2[CH:21]=[CH:20][CH:19]=[CH:18][CH:17]=2)=[C:12]([OH:22])[N:11]=[C:10]([CH2:23][C:24]2([C:29]3[CH:34]=[CH:33][CH:32]=[CH:31][CH:30]=3)[CH2:28][CH2:27][CH2:26][CH2:25]2)[N:9]=1)=[O:7])(C)(C)C.C(OC1C(C(O)=O)=NC(CC2C=CC=CC=2C2C=CC=CC=2)=NC=1O)C1C=CC=CC=1, predict the reaction product. The product is: [CH2:15]([O:14][C:13]1[C:8]([C:6]([OH:7])=[O:5])=[N:9][C:10]([CH2:23][C:24]2([C:29]3[CH:34]=[CH:33][CH:32]=[CH:31][CH:30]=3)[CH2:25][CH2:26][CH2:27][CH2:28]2)=[N:11][C:12]=1[OH:22])[C:16]1[CH:21]=[CH:20][CH:19]=[CH:18][CH:17]=1. (8) Given the reactants FC(F)(F)C(O)=O.[CH3:8][C:9]1[CH:18]=[C:17]2[C:12]([N:13]=[CH:14][C:15]([NH2:19])=[N:16]2)=[CH:11][CH:10]=1.C(N(CC)CC)C.[C:27](N1C=CC=CC1=O)(N1C=CC=CC1=O)=[S:28], predict the reaction product. The product is: [N:19]([C:15]1[CH:14]=[N:13][C:12]2[C:17](=[CH:18][C:9]([CH3:8])=[CH:10][CH:11]=2)[N:16]=1)=[C:27]=[S:28]. (9) Given the reactants FC(F)(F)C([NH:5][C@H:6]([CH3:25])[CH2:7][C:8]1[CH:13]=[CH:12][C:11]([S:14]([C:17]2[CH:22]=[CH:21][C:20]([O:23][CH3:24])=[CH:19][CH:18]=2)(=[O:16])=[O:15])=[CH:10][CH:9]=1)=O.CO.C(=O)([O-])[O-].[K+].[K+], predict the reaction product. The product is: [CH3:24][O:23][C:20]1[CH:19]=[CH:18][C:17]([S:14]([C:11]2[CH:12]=[CH:13][C:8]([CH2:7][C@H:6]([NH2:5])[CH3:25])=[CH:9][CH:10]=2)(=[O:15])=[O:16])=[CH:22][CH:21]=1. (10) Given the reactants O[CH:2]1[CH2:7][CH2:6][N:5]([C:8]([O:10][C:11]([CH3:14])([CH3:13])[CH3:12])=[O:9])[CH2:4][CH2:3]1.Br[C:16]1[CH:25]=[CH:24][C:19]([O:20][CH2:21][C:22]#[N:23])=[CH:18][CH:17]=1, predict the reaction product. The product is: [C:22]([CH2:21][O:20][C:19]1[CH:24]=[CH:25][C:16]([CH:2]2[CH2:7][CH2:6][N:5]([C:8]([O:10][C:11]([CH3:14])([CH3:13])[CH3:12])=[O:9])[CH2:4][CH2:3]2)=[CH:17][CH:18]=1)#[N:23].